The task is: Predict the product of the given reaction.. This data is from Forward reaction prediction with 1.9M reactions from USPTO patents (1976-2016). Given the reactants [O:1]=[CH:2][C@H:3]([C@@H:5]([C@H:7]([CH2:9][OH:10])[OH:8])[OH:6])[OH:4].B(O)(O)O.C(O[C:19](=[O:21])[CH3:20])(=O)C.[C:22]([OH:25])(=O)[CH3:23], predict the reaction product. The product is: [C:2]([O:1][CH:2]1[O:8][C@@H:7]([CH2:9][O:10][C:19](=[O:21])[CH3:20])[C@@H:5]([O:6][C:22](=[O:25])[CH3:23])[C@@H:3]1[O:4][C:5](=[O:6])[CH3:7])(=[O:1])[CH3:3].